Dataset: NCI-60 drug combinations with 297,098 pairs across 59 cell lines. Task: Regression. Given two drug SMILES strings and cell line genomic features, predict the synergy score measuring deviation from expected non-interaction effect. (1) Drug 1: C1=CC(=CC=C1CC(C(=O)O)N)N(CCCl)CCCl.Cl. Drug 2: CN1C2=C(C=C(C=C2)N(CCCl)CCCl)N=C1CCCC(=O)O.Cl. Cell line: NCI-H522. Synergy scores: CSS=16.2, Synergy_ZIP=-6.33, Synergy_Bliss=-3.93, Synergy_Loewe=-1.97, Synergy_HSA=-0.951. (2) Drug 1: CS(=O)(=O)C1=CC(=C(C=C1)C(=O)NC2=CC(=C(C=C2)Cl)C3=CC=CC=N3)Cl. Drug 2: CN1C(=O)N2C=NC(=C2N=N1)C(=O)N. Cell line: SN12C. Synergy scores: CSS=1.54, Synergy_ZIP=0.0260, Synergy_Bliss=0.403, Synergy_Loewe=-0.319, Synergy_HSA=-0.0748. (3) Cell line: 786-0. Drug 1: CC1C(C(CC(O1)OC2CC(CC3=C2C(=C4C(=C3O)C(=O)C5=C(C4=O)C(=CC=C5)OC)O)(C(=O)C)O)N)O.Cl. Drug 2: C1C(C(OC1N2C=NC3=C2NC=NCC3O)CO)O. Synergy scores: CSS=29.7, Synergy_ZIP=-8.06, Synergy_Bliss=-2.15, Synergy_Loewe=-1.59, Synergy_HSA=-1.58.